Dataset: Reaction yield outcomes from USPTO patents with 853,638 reactions. Task: Predict the reaction yield, written as a fraction of the theoretical maximum amount of product (1.0 means a 100% yield; for example, 0.34 means a 34% yield). (1) The reactants are [C:1]([O:5][C:6](=[O:35])[NH:7][CH2:8][CH2:9][CH2:10][N:11]1[C:15]2[C:16]([N:20]([CH2:23][CH3:24])[CH2:21][CH3:22])=[CH:17][CH:18]=[CH:19][C:14]=2[N:13]=[C:12]1[CH:25]([C:27]1[CH:32]=[CH:31][C:30]([Cl:33])=[CH:29][C:28]=1[Cl:34])O)([CH3:4])([CH3:3])[CH3:2].C1(P(C2C=CC=CC=2)C2C=CC=CC=2)C=CC=CC=1.N(C(OCC)=O)=NC(OCC)=O.C1(C)C=CC=CC=1. The catalyst is O1CCCC1. The product is [Cl:34][C:28]1[CH:29]=[C:30]([Cl:33])[CH:31]=[CH:32][C:27]=1[CH:25]1[C:12]2=[N:13][C:14]3[CH:19]=[CH:18][CH:17]=[C:16]([N:20]([CH2:23][CH3:24])[CH2:21][CH3:22])[C:15]=3[N:11]2[CH2:10][CH2:9][CH2:8][N:7]1[C:6]([O:5][C:1]([CH3:4])([CH3:3])[CH3:2])=[O:35]. The yield is 0.290. (2) The reactants are [C:1]([O:5][C:6]([N:8]([CH2:38][C:39]1[CH:44]=[CH:43][C:42]([O:45][CH3:46])=[CH:41][CH:40]=1)[C:9]1[CH:14]=[C:13]([CH2:15][C@H:16]2[C:19](=[O:20])[N:18]([Si](C(C)(C)C)(C)C)[C@@H:17]2[C:28]([O:30][CH2:31][C:32]2[CH:37]=[CH:36][CH:35]=[CH:34][CH:33]=2)=[O:29])[CH:12]=[CH:11][N:10]=1)=[O:7])([CH3:4])([CH3:3])[CH3:2].C(O)(=O)C.[F-].[NH4+]. The catalyst is CO. The product is [C:1]([O:5][C:6]([N:8]([CH2:38][C:39]1[CH:40]=[CH:41][C:42]([O:45][CH3:46])=[CH:43][CH:44]=1)[C:9]1[CH:14]=[C:13]([CH2:15][C@H:16]2[C:19](=[O:20])[NH:18][C@@H:17]2[C:28]([O:30][CH2:31][C:32]2[CH:33]=[CH:34][CH:35]=[CH:36][CH:37]=2)=[O:29])[CH:12]=[CH:11][N:10]=1)=[O:7])([CH3:3])([CH3:4])[CH3:2]. The yield is 0.940.